Regression. Given a peptide amino acid sequence and an MHC pseudo amino acid sequence, predict their binding affinity value. This is MHC class I binding data. From a dataset of Peptide-MHC class I binding affinity with 185,985 pairs from IEDB/IMGT. (1) The peptide sequence is GLQGIYVLV. The MHC is HLA-A11:01 with pseudo-sequence HLA-A11:01. The binding affinity (normalized) is 0.213. (2) The peptide sequence is IIRVTSELL. The MHC is HLA-B48:01 with pseudo-sequence HLA-B48:01. The binding affinity (normalized) is 0.0847. (3) The peptide sequence is RVYLNGIGK. The MHC is HLA-A01:01 with pseudo-sequence HLA-A01:01. The binding affinity (normalized) is 0.0847. (4) The MHC is HLA-B44:02 with pseudo-sequence HLA-B44:02. The binding affinity (normalized) is 0.00338. The peptide sequence is IVNRNRQGY. (5) The peptide sequence is TESDAIRTL. The MHC is HLA-B15:17 with pseudo-sequence HLA-B15:17. The binding affinity (normalized) is 0.0847. (6) The peptide sequence is TLLGDGPVV. The MHC is HLA-A02:03 with pseudo-sequence HLA-A02:03. The binding affinity (normalized) is 0.398. (7) The peptide sequence is SVMSTFFWE. The MHC is HLA-A68:02 with pseudo-sequence HLA-A68:02. The binding affinity (normalized) is 0.0847.